Dataset: Forward reaction prediction with 1.9M reactions from USPTO patents (1976-2016). Task: Predict the product of the given reaction. The product is: [Br:1][C:2]1[CH:3]=[CH:4][C:5]([O:9][CH3:10])=[C:6]([NH:7][NH2:11])[CH:8]=1. Given the reactants [Br:1][C:2]1[CH:3]=[CH:4][C:5]([O:9][CH3:10])=[C:6]([CH:8]=1)[NH2:7].[N:11]([O-])=O.[Na+].[Sn](Cl)Cl, predict the reaction product.